Task: Predict the product of the given reaction.. Dataset: Forward reaction prediction with 1.9M reactions from USPTO patents (1976-2016) Given the reactants [N:1]1[C:2]([CH2:10][N:11]([CH3:17])[CH2:12][C:13]([O:15][CH3:16])=[O:14])=[CH:3][N:4]2[CH:9]=[CH:8][CH:7]=[CH:6][C:5]=12.[I:18]N1C(=O)CCC1=O.O, predict the reaction product. The product is: [I:18][C:3]1[N:4]2[CH:9]=[CH:8][CH:7]=[CH:6][C:5]2=[N:1][C:2]=1[CH2:10][N:11]([CH3:17])[CH2:12][C:13]([O:15][CH3:16])=[O:14].